This data is from Reaction yield outcomes from USPTO patents with 853,638 reactions. The task is: Predict the reaction yield, written as a fraction of the theoretical maximum amount of product (1.0 means a 100% yield; for example, 0.34 means a 34% yield). (1) The reactants are Br[C:2]1[CH:7]=[C:6]([Cl:8])[N:5]=[N:4][C:3]=1[NH2:9].[CH3:10][Zn]C. The catalyst is C1C=CC([P]([Pd]([P](C2C=CC=CC=2)(C2C=CC=CC=2)C2C=CC=CC=2)([P](C2C=CC=CC=2)(C2C=CC=CC=2)C2C=CC=CC=2)[P](C2C=CC=CC=2)(C2C=CC=CC=2)C2C=CC=CC=2)(C2C=CC=CC=2)C2C=CC=CC=2)=CC=1.CN(C=O)C. The product is [Cl:8][C:6]1[N:5]=[N:4][C:3]([NH2:9])=[C:2]([CH3:10])[CH:7]=1. The yield is 0.800. (2) The reactants are [NH2:1][C:2]1[CH:3]=[C:4]([CH:8]=[CH:9][C:10]=1[CH3:11])[C:5]([OH:7])=O.[NH:12]1[CH2:17][CH2:16][CH2:15][C@@H:14]2[C:18]3[CH:19]=[CH:20][CH:21]=[CH:22][C:23]=3[CH2:24][C@H:13]12.F[P-](F)(F)(F)(F)F.N1(OC(N(C)C)=[N+](C)C)C2N=CC=CC=2N=N1. No catalyst specified. The product is [NH2:1][C:2]1[CH:3]=[C:4]([C:5]([N:12]2[CH2:17][CH2:16][CH2:15][C@@H:14]3[C:18]4[CH:19]=[CH:20][CH:21]=[CH:22][C:23]=4[CH2:24][C@H:13]23)=[O:7])[CH:8]=[CH:9][C:10]=1[CH3:11]. The yield is 0.630. (3) The reactants are [Cl:1][C:2]1[CH:7]=[CH:6][C:5]([C@H:8]2[CH2:13][CH2:12][C@H:11]([C:14](O)=O)[CH2:10][CH2:9]2)=[CH:4][CH:3]=1.C(#N)C.[C:20]1(=[O:31])[C:29]2[C:24](=[CH:25][CH:26]=[CH:27][CH:28]=2)[C:23](=[O:30])[CH:22]=C1.S(OOS([O-])(=O)=O)([O-])(=O)=O.[NH4+].[NH4+]. The catalyst is O.[N+]([O-])([O-])=O.[Ag+]. The product is [Cl:1][C:2]1[CH:3]=[CH:4][C:5]([CH:8]2[CH2:9][CH2:10][CH:11]([C:14]3[C:20](=[O:31])[C:29]4[C:24]([C:23](=[O:30])[CH:22]=3)=[CH:25][CH:26]=[CH:27][CH:28]=4)[CH2:12][CH2:13]2)=[CH:6][CH:7]=1. The yield is 0.203. (4) The reactants are [CH3:1][C:2](C)([O-])[CH3:3].[K+].[C:7]([NH:17][CH2:18][CH2:19][CH2:20][CH2:21][C:22]1[CH:27]=[CH:26][C:25]([OH:28])=[CH:24][CH:23]=1)([O:9][CH2:10][C:11]1[CH:16]=[CH:15][CH:14]=[CH:13][CH:12]=1)=[O:8].C(Br)C=C. The catalyst is CC#N.C1OCCOCCOCCOCCOCCOC1. The product is [C:7]([NH:17][CH2:18][CH2:19][CH2:20][CH2:21][C:22]1[CH:27]=[CH:26][C:25]([O:28][CH2:3][CH:2]=[CH2:1])=[CH:24][CH:23]=1)([O:9][CH2:10][C:11]1[CH:12]=[CH:13][CH:14]=[CH:15][CH:16]=1)=[O:8]. The yield is 0.710. (5) The reactants are Br[C:2]1[CH:3]=[CH:4][C:5]2[N:6]([C:8]([C:11]([N:13]3[CH2:18][CH2:17][CH:16]([C:19]4[CH:24]=[C:23]([F:25])[CH:22]=[C:21]([F:26])[C:20]=4[C:27]([F:30])([F:29])[F:28])[CH2:15][CH2:14]3)=[O:12])=[N:9][N:10]=2)[CH:7]=1.[CH3:31][N:32](C=O)C. The catalyst is O.[C-]#N.[Zn+2].[C-]#N.C1C=CC([P]([Pd]([P](C2C=CC=CC=2)(C2C=CC=CC=2)C2C=CC=CC=2)([P](C2C=CC=CC=2)(C2C=CC=CC=2)C2C=CC=CC=2)[P](C2C=CC=CC=2)(C2C=CC=CC=2)C2C=CC=CC=2)(C2C=CC=CC=2)C2C=CC=CC=2)=CC=1. The product is [F:26][C:21]1[C:20]([C:27]([F:30])([F:29])[F:28])=[C:19]([CH:16]2[CH2:17][CH2:18][N:13]([C:11]([C:8]3[N:6]4[CH:7]=[C:2]([C:31]#[N:32])[CH:3]=[CH:4][C:5]4=[N:10][N:9]=3)=[O:12])[CH2:14][CH2:15]2)[CH:24]=[C:23]([F:25])[CH:22]=1. The yield is 0.490. (6) The product is [Cl:1][C:2]1[S:6][C:5]([C:7]([OH:9])=[O:8])=[CH:4][C:3]=1[C:11]1[N:15]([CH3:16])[N:14]=[CH:13][C:12]=1[F:17]. The reactants are [Cl:1][C:2]1[S:6][C:5]([C:7]([O:9]C)=[O:8])=[CH:4][C:3]=1[C:11]1[N:15]([CH3:16])[N:14]=[CH:13][C:12]=1[F:17].[OH-].[Na+]. The yield is 0.720. The catalyst is O1CCCC1.